Predict the product of the given reaction. From a dataset of Forward reaction prediction with 1.9M reactions from USPTO patents (1976-2016). (1) Given the reactants CC1(C)C(C)(C)OB([C:9]2[CH:17]=[CH:16][CH:15]=[C:14]3[C:10]=2[CH2:11][N:12]([C:18]([O:20][C:21]([CH3:24])([CH3:23])[CH3:22])=[O:19])[CH2:13]3)O1.[NH4+].[Cl-].C1C[O:31]CC1, predict the reaction product. The product is: [OH:31][C:9]1[CH:17]=[CH:16][CH:15]=[C:14]2[C:10]=1[CH2:11][N:12]([C:18]([O:20][C:21]([CH3:24])([CH3:23])[CH3:22])=[O:19])[CH2:13]2. (2) Given the reactants Cl[C:2]1[CH:3]=[CH:4][N:5]2[C:10]([CH:11]=1)=[CH:9][CH:8]=[C:7]([C:12]([O:14][CH2:15][CH3:16])=[O:13])[C:6]2=[O:17].[N-:18]=[N+:19]=[N-:20].[Na+].CN(C=O)C, predict the reaction product. The product is: [N:18]([C:2]1[CH:3]=[CH:4][N:5]2[C:10]([CH:11]=1)=[CH:9][CH:8]=[C:7]([C:12]([O:14][CH2:15][CH3:16])=[O:13])[C:6]2=[O:17])=[N+:19]=[N-:20]. (3) Given the reactants [CH3:1][O:2][C:3]1[CH:8]=[CH:7][C:6]([N:9]2[CH2:14][CH2:13][N:12]([CH2:15][CH2:16][NH2:17])[CH2:11][CH2:10]2)=[CH:5][CH:4]=1.[CH:18]1([C:24]2[CH:29]=[CH:28][C:27]([C:30]3[N:34]([C:35]4[CH:40]=[CH:39][CH:38]=[CH:37][CH:36]=4)[N:33]=[C:32]([CH:41]=O)[CH:31]=3)=[CH:26][CH:25]=2)[CH2:23][CH2:22][CH2:21][CH2:20][CH2:19]1, predict the reaction product. The product is: [CH:18]1([C:24]2[CH:29]=[CH:28][C:27]([C:30]3[N:34]([C:35]4[CH:40]=[CH:39][CH:38]=[CH:37][CH:36]=4)[N:33]=[C:32]([CH2:41][NH:17][CH2:16][CH2:15][N:12]4[CH2:11][CH2:10][N:9]([C:6]5[CH:5]=[CH:4][C:3]([O:2][CH3:1])=[CH:8][CH:7]=5)[CH2:14][CH2:13]4)[CH:31]=3)=[CH:26][CH:25]=2)[CH2:19][CH2:20][CH2:21][CH2:22][CH2:23]1. (4) Given the reactants [CH3:1][N:2]1[CH2:7][CH2:6][N:5]([C:8]([NH:10][C:11]2[CH:12]=[C:13]([C:17]3[N:26]=[C:25]([NH:27][C:28]4[CH:29]=[C:30]5[C:34](=[CH:35][CH:36]=4)[N:33](C(OC(C)(C)C)=O)[N:32]=[CH:31]5)[C:24]4[C:19](=[CH:20][CH:21]=[CH:22][CH:23]=4)[N:18]=3)[CH:14]=[CH:15][CH:16]=2)=[O:9])[CH2:4][CH2:3]1.C(O)(C(F)(F)F)=O, predict the reaction product. The product is: [NH:33]1[C:34]2[C:30](=[CH:29][C:28]([NH:27][C:25]3[C:24]4[C:19](=[CH:20][CH:21]=[CH:22][CH:23]=4)[N:18]=[C:17]([C:13]4[CH:12]=[C:11]([NH:10][C:8]([N:5]5[CH2:6][CH2:7][N:2]([CH3:1])[CH2:3][CH2:4]5)=[O:9])[CH:16]=[CH:15][CH:14]=4)[N:26]=3)=[CH:36][CH:35]=2)[CH:31]=[N:32]1.